Dataset: Reaction yield outcomes from USPTO patents with 853,638 reactions. Task: Predict the reaction yield, written as a fraction of the theoretical maximum amount of product (1.0 means a 100% yield; for example, 0.34 means a 34% yield). (1) The reactants are Br[C:2]1[CH:3]=[C:4]2[C:8](=[CH:9][CH:10]=1)[N:7]([C:11]([O:13][C:14]([CH3:17])([CH3:16])[CH3:15])=[O:12])[CH:6]=[C:5]2[C:18]1[CH:23]=[C:22]([O:24][CH2:25][C:26]2[CH:31]=[CH:30][C:29]([O:32][CH3:33])=[CH:28][CH:27]=2)[N:21]=[C:20]([S:34]([CH3:37])(=[O:36])=[O:35])[N:19]=1.[B:38]1([B:38]2[O:42][C:41]([CH3:44])([CH3:43])[C:40]([CH3:46])([CH3:45])[O:39]2)[O:42][C:41]([CH3:44])([CH3:43])[C:40]([CH3:46])([CH3:45])[O:39]1.C([O-])(=O)C.[K+]. The catalyst is CN(C=O)C.C(Cl)Cl.C1C=CC(P(C2C=CC=CC=2)[C-]2C=CC=C2)=CC=1.C1C=CC(P(C2C=CC=CC=2)[C-]2C=CC=C2)=CC=1.Cl[Pd]Cl.[Fe+2]. The product is [CH3:33][O:32][C:29]1[CH:28]=[CH:27][C:26]([CH2:25][O:24][C:22]2[N:21]=[C:20]([S:34]([CH3:37])(=[O:36])=[O:35])[N:19]=[C:18]([C:5]3[C:4]4[C:8](=[CH:9][CH:10]=[C:2]([B:38]5[O:42][C:41]([CH3:44])([CH3:43])[C:40]([CH3:46])([CH3:45])[O:39]5)[CH:3]=4)[N:7]([C:11]([O:13][C:14]([CH3:17])([CH3:15])[CH3:16])=[O:12])[CH:6]=3)[CH:23]=2)=[CH:31][CH:30]=1. The yield is 0.383. (2) The reactants are [Cl-].[Al+3].[Cl-].[Cl-].[CH3:5][O:6][C:7]1[CH:12]=[CH:11][CH:10]=[CH:9][C:8]=1[O:13][CH3:14].[CH3:15][O:16][C:17]1[CH:25]=[CH:24][C:20]([C:21](Cl)=[O:22])=[CH:19][CH:18]=1. The catalyst is C(Cl)Cl. The product is [CH3:5][O:6][C:7]1[CH:12]=[C:11]([C:21]([C:20]2[CH:24]=[CH:25][C:17]([O:16][CH3:15])=[CH:18][CH:19]=2)=[O:22])[CH:10]=[CH:9][C:8]=1[O:13][CH3:14]. The yield is 0.920. (3) The reactants are [Cl-].O[NH3+:3].[C:4](=[O:7])([O-])[OH:5].[Na+].CS(C)=O.[F:13][C:14]1[CH:19]=[CH:18][C:17]([N:20]2[C:25](=[O:26])[C:24]([CH2:27][C:28]3[CH:33]=[CH:32][C:31]([C:34]4[C:35]([C:40]#[N:41])=[CH:36][CH:37]=[CH:38][CH:39]=4)=[CH:30][CH:29]=3)=[C:23]([CH2:42][CH2:43][CH3:44])[N:22]3[N:45]=[CH:46][N:47]=[C:21]23)=[CH:16][CH:15]=1. The catalyst is C(OCC)(=O)C. The product is [F:13][C:14]1[CH:19]=[CH:18][C:17]([N:20]2[C:25](=[O:26])[C:24]([CH2:27][C:28]3[CH:33]=[CH:32][C:31]([C:34]4[CH:39]=[CH:38][CH:37]=[CH:36][C:35]=4[C:40]4[NH:3][C:4](=[O:7])[O:5][N:41]=4)=[CH:30][CH:29]=3)=[C:23]([CH2:42][CH2:43][CH3:44])[N:22]3[N:45]=[CH:46][N:47]=[C:21]23)=[CH:16][CH:15]=1. The yield is 0.550.